From a dataset of Forward reaction prediction with 1.9M reactions from USPTO patents (1976-2016). Predict the product of the given reaction. (1) Given the reactants C1([CH:7]2[CH2:13][CH2:12][CH2:11][CH2:10][NH:9][CH2:8]2)C=CC=CC=1.[CH:14]([C:16]1[CH:30]=[CH:29][C:19]([O:20][C:21]2[CH:28]=[CH:27][C:24]([C:25]#[N:26])=[CH:23][N:22]=2)=[C:18]([CH3:31])[CH:17]=1)=O.C(O[BH-](O[C:42](=O)[CH3:43])OC(=O)C)(=O)C.[Na+].[C:46](O)(=O)[CH3:47].Cl[CH2:51][CH2:52]Cl, predict the reaction product. The product is: [CH3:31][C:18]1[CH:17]=[C:16]([CH2:14][N:9]2[CH2:10][CH2:11][CH2:12][CH:13]([C:42]3[CH:43]=[CH:47][CH:46]=[CH:52][CH:51]=3)[CH2:7][CH2:8]2)[CH:30]=[CH:29][C:19]=1[O:20][C:21]1[CH:28]=[CH:27][C:24]([C:25]#[N:26])=[CH:23][N:22]=1. (2) The product is: [CH2:1]([O:3][C:4]([C:6]1([C:15](=[O:27])[NH:16][C:17]2[CH:26]=[CH:25][CH:24]=[C:23]3[C:18]=2[CH2:19][CH2:20][NH:21][CH2:22]3)[CH2:14][C:13]2[C:8](=[CH:9][CH:10]=[CH:11][CH:12]=2)[CH2:7]1)=[O:5])[CH3:2]. Given the reactants [CH2:1]([O:3][C:4]([C:6]1([C:15](=[O:27])[NH:16][C:17]2[CH:26]=[CH:25][CH:24]=[C:23]3[C:18]=2[CH:19]=[CH:20][N:21]=[CH:22]3)[CH2:14][C:13]2[C:8](=[CH:9][CH:10]=[CH:11][CH:12]=2)[CH2:7]1)=[O:5])[CH3:2].CCO, predict the reaction product. (3) Given the reactants [O:1]1[CH2:6][CH2:5][N:4]([C:7]2[CH:13]=[CH:12][C:10]([NH2:11])=[CH:9][CH:8]=2)[CH2:3][CH2:2]1.[F:14][C:15]([F:42])([F:41])[CH2:16][N:17]([CH2:36][C:37]([F:40])([F:39])[F:38])[C:18]1[CH:35]=[CH:34][C:21]2[NH:22][C:23]([C:25]3[CH:33]=[CH:32][C:28]([C:29]([O-])=[O:30])=[CH:27][CH:26]=3)=[N:24][C:20]=2[CH:19]=1, predict the reaction product. The product is: [F:40][C:37]([F:38])([F:39])[CH2:36][N:17]([CH2:16][C:15]([F:14])([F:41])[F:42])[C:18]1[CH:35]=[CH:34][C:21]2[NH:22][C:23]([C:25]3[CH:26]=[CH:27][C:28]([C:29]([NH:11][C:10]4[CH:12]=[CH:13][C:7]([N:4]5[CH2:3][CH2:2][O:1][CH2:6][CH2:5]5)=[CH:8][CH:9]=4)=[O:30])=[CH:32][CH:33]=3)=[N:24][C:20]=2[CH:19]=1. (4) Given the reactants Br[C:2]1[CH:3]=[CH:4][C:5]2[C:15]3[C:10](=[CH:11][N:12]=[CH:13][CH:14]=3)[C:9]([CH3:17])([CH3:16])[O:8][C:6]=2[CH:7]=1.[C:18](=[O:25])([O:20][C:21]([CH3:24])([CH3:23])[CH3:22])[NH2:19].C([O-])([O-])=O.[Cs+].[Cs+].CC1(C)C2C(=C(P(C3C=CC=CC=3)C3C=CC=CC=3)C=CC=2)OC2C(P(C3C=CC=CC=3)C3C=CC=CC=3)=CC=CC1=2, predict the reaction product. The product is: [CH3:16][C:9]1([CH3:17])[C:10]2=[CH:11][N:12]=[CH:13][CH:14]=[C:15]2[C:5]2[CH:4]=[CH:3][C:2]([NH2:19])=[CH:7][C:6]=2[O:8]1.[CH3:16][C:9]1([CH3:17])[C:10]2=[CH:11][N:12]=[CH:13][CH:14]=[C:15]2[C:5]2[CH:4]=[CH:3][C:2]([NH:19][C:18](=[O:25])[O:20][C:21]([CH3:24])([CH3:23])[CH3:22])=[CH:7][C:6]=2[O:8]1. (5) Given the reactants [CH:1]([O:4][C:5]1[CH:6]=[C:7]2[C:11](=[CH:12][C:13]=1[N+:14]([O-:16])=[O:15])[C:10](=[O:17])N(C1CCNCC1)[C:8]2=[O:24])([CH3:3])[CH3:2].CO.C=O.[C:29]([BH3-])#[N:30].[Na+], predict the reaction product. The product is: [CH:1]([O:4][C:5]1[CH:6]=[C:7]2[C:11](=[CH:12][C:13]=1[N+:14]([O-:16])=[O:15])[C:10](=[O:17])[CH:8]([CH:7]1[CH2:11][CH2:10][N:30]([CH3:29])[CH2:5][CH2:6]1)[C:8]2=[O:24])([CH3:2])[CH3:3].